This data is from Peptide-MHC class II binding affinity with 134,281 pairs from IEDB. The task is: Regression. Given a peptide amino acid sequence and an MHC pseudo amino acid sequence, predict their binding affinity value. This is MHC class II binding data. (1) The peptide sequence is DINVGFKAAVAAAAG. The binding affinity (normalized) is 0.673. The MHC is HLA-DQA10102-DQB10602 with pseudo-sequence HLA-DQA10102-DQB10602. (2) The peptide sequence is SKLTYENVKMEDVGY. The MHC is HLA-DPA10103-DPB10301 with pseudo-sequence HLA-DPA10103-DPB10301. The binding affinity (normalized) is 0. (3) The peptide sequence is ASTGGAYESYKFIPA. The MHC is HLA-DQA10401-DQB10402 with pseudo-sequence HLA-DQA10401-DQB10402. The binding affinity (normalized) is 0.252. (4) The peptide sequence is SEFAYGSFVRTVSLP. The MHC is DRB4_0101 with pseudo-sequence DRB4_0103. The binding affinity (normalized) is 0.214. (5) The peptide sequence is YDKFLANLSTVLTGK. The MHC is DRB1_1101 with pseudo-sequence DRB1_1101. The binding affinity (normalized) is 0.639. (6) The peptide sequence is VVVHITDDNEEPIAP. The MHC is HLA-DPA10301-DPB10402 with pseudo-sequence HLA-DPA10301-DPB10402. The binding affinity (normalized) is 0.